Dataset: Catalyst prediction with 721,799 reactions and 888 catalyst types from USPTO. Task: Predict which catalyst facilitates the given reaction. (1) Reactant: [CH2:1]([C:4]1[C:8]([CH2:9][CH2:10][CH2:11][CH2:12][OH:13])=[CH:7][N:6]([C:14]2[CH:19]=[CH:18][C:17]([C:20]([F:23])([F:22])[F:21])=[CH:16][N:15]=2)[N:5]=1)[CH2:2][CH3:3].O[C:25]1[C:29]([CH2:30][C:31]([O:33]C)=[O:32])=[CH:28][N:27]([C:35]2[CH:40]=[CH:39][CH:38]=[CH:37][CH:36]=2)[N:26]=1.C(P(CCCC)CCCC)CCC.N(C(N1CCCCC1)=O)=NC(N1CCCCC1)=O. Product: [C:35]1([N:27]2[CH:28]=[C:29]([CH2:30][C:31]([OH:33])=[O:32])[C:25]([O:13][CH2:12][CH2:11][CH2:10][CH2:9][C:8]3[C:4]([CH2:1][CH2:2][CH3:3])=[N:5][N:6]([C:14]4[CH:19]=[CH:18][C:17]([C:20]([F:22])([F:21])[F:23])=[CH:16][N:15]=4)[CH:7]=3)=[N:26]2)[CH:40]=[CH:39][CH:38]=[CH:37][CH:36]=1. The catalyst class is: 7. (2) Reactant: Cl[C:2]1[N:7]=[C:6]([NH:8][C:9]2[CH:10]=[C:11]3[C:15](=[CH:16][CH:17]=2)[NH:14][N:13]=[CH:12]3)[C:5]([Cl:18])=[CH:4][N:3]=1.[O:19]([C:21]1[CH:22]=[C:23]2[C:27](=[CH:28][CH:29]=1)[CH2:26][NH:25][CH2:24]2)[CH3:20].CCN(C(C)C)C(C)C. Product: [Cl:18][C:5]1[C:6]([NH:8][C:9]2[CH:10]=[C:11]3[C:15](=[CH:16][CH:17]=2)[NH:14][N:13]=[CH:12]3)=[N:7][C:2]([N:25]2[CH2:24][C:23]3[C:27](=[CH:28][CH:29]=[C:21]([O:19][CH3:20])[CH:22]=3)[CH2:26]2)=[N:3][CH:4]=1. The catalyst class is: 10.